From a dataset of Reaction yield outcomes from USPTO patents with 853,638 reactions. Predict the reaction yield, written as a fraction of the theoretical maximum amount of product (1.0 means a 100% yield; for example, 0.34 means a 34% yield). (1) The reactants are [Cl:1][C:2]1[CH:7]=[CH:6][CH:5]=[C:4]([CH3:8])[C:3]=1[C:9]([F:12])([F:11])[F:10].[Br:13]N1C(=O)CCC1=O.C(OOC(=O)C1C=CC=CC=1)(=O)C1C=CC=CC=1.O. The catalyst is C(Cl)(Cl)(Cl)Cl.C(Cl)Cl. The product is [F:12][C:9]([F:10])([F:11])[C:3]1[C:2]([Cl:1])=[CH:7][CH:6]=[CH:5][C:4]=1[CH2:8][Br:13]. The yield is 0.506. (2) The reactants are CCN(C(C)C)C(C)C.[I:10][C:11]1[CH:19]=[CH:18][C:14]([C:15](Cl)=[O:16])=[CH:13][CH:12]=1.Cl.[CH3:21][NH:22][C:23](=[O:31])[C@H:24]([C:27](=[O:30])[O:28][CH3:29])[NH:25][CH3:26]. The catalyst is C(Cl)(Cl)Cl. The product is [I:10][C:11]1[CH:19]=[CH:18][C:14]([C:15](=[O:16])[N:25]([CH:24]([C:23]([NH:22][CH3:21])=[O:31])[C:27]([O:28][CH3:29])=[O:30])[CH3:26])=[CH:13][CH:12]=1. The yield is 0.680. (3) The product is [Cl:1][C:2]1[C:16]([Cl:17])=[CH:15][CH:14]=[CH:13][C:3]=1[CH2:4][C:5]1[C:6]([CH2:11][CH3:12])=[N:7][N:8]2[C:21]([OH:22])=[CH:20][C:19]([C:26]3[CH:31]=[CH:30][N:29]=[CH:28][CH:27]=3)=[N:10][C:9]=12. The reactants are [Cl:1][C:2]1[C:16]([Cl:17])=[CH:15][CH:14]=[CH:13][C:3]=1[CH2:4][C:5]1[C:6]([CH2:11][CH3:12])=[N:7][NH:8][C:9]=1[NH2:10].O=[C:19]([C:26]1[CH:31]=[CH:30][N:29]=[CH:28][CH:27]=1)[CH2:20][C:21](OCC)=[O:22]. The catalyst is C(O)(=O)C.O. The yield is 0.260. (4) The reactants are [C:1]([O:5][C:6]([CH2:8]P(=O)(OC)OC)=[O:7])([CH3:4])([CH3:3])[CH3:2].C([Li])CCC.[CH2:20]([N:22]1[C:31]2[C:26](=[CH:27][C:28]([CH3:46])=[C:29]([C:32]3[CH:33]=[C:34]([CH:37]=[CH:38][C:39]=3[O:40][CH2:41][C:42]([F:45])([F:44])[F:43])[CH:35]=O)[CH:30]=2)[C:25]([CH3:48])([CH3:47])[CH2:24][C:23]1=[O:49])[CH3:21]. The catalyst is C1COCC1.CN1C(=O)N(C)CCC1.C1COCC1. The product is [C:1]([O:5][C:6](=[O:7])[CH:8]=[CH:35][C:34]1[CH:37]=[CH:38][C:39]([O:40][CH2:41][C:42]([F:43])([F:44])[F:45])=[C:32]([C:29]2[CH:30]=[C:31]3[C:26]([C:25]([CH3:48])([CH3:47])[CH2:24][C:23](=[O:49])[N:22]3[CH2:20][CH3:21])=[CH:27][C:28]=2[CH3:46])[CH:33]=1)([CH3:2])([CH3:3])[CH3:4]. The yield is 0.960. (5) The reactants are C1C(=O)N([Br:8])C(=O)C1.[Cl:9][C:10]1[N:19]=[CH:18][C:17]2[C:12](=[C:13]([OH:20])[CH:14]=[CH:15][CH:16]=2)[N:11]=1.C(NC(C)C)(C)C. The catalyst is C(Cl)(Cl)Cl. The product is [Br:8][C:14]1[C:13]([OH:20])=[C:12]2[C:17]([CH:18]=[N:19][C:10]([Cl:9])=[N:11]2)=[CH:16][CH:15]=1. The yield is 0.510. (6) The reactants are [C:1]([NH:4][C:5]1[CH:6]=[C:7]([C:11]2[C:23]3[C:22]4[CH2:21][CH2:20][N:19](C(OC(C)(C)C)=O)[CH2:18][C:17]=4[CH:16]=[N:15][C:14]=3[NH:13][N:12]=2)[CH:8]=[CH:9][CH:10]=1)(=[O:3])[CH3:2].[F:31][C:32]([F:37])([F:36])[C:33]([OH:35])=[O:34].C1(C)C=CC=CC=1. The catalyst is ClCCl. The product is [F:31][C:32]([F:37])([F:36])[C:33]([O-:35])=[O:34].[C:1]([NH:4][C:5]1[CH:6]=[C:7]([C:11]2[C:23]3[C:22]4[CH2:21][CH2:20][NH2+:19][CH2:18][C:17]=4[CH:16]=[N:15][C:14]=3[NH:13][N:12]=2)[CH:8]=[CH:9][CH:10]=1)(=[O:3])[CH3:2]. The yield is 0.370. (7) The reactants are B(Br)(Br)Br.[Br:5][C:6]1[CH:32]=[CH:31][C:9]([CH2:10][N:11]2[C:15]3[CH:16]=[C:17]([O:20]C)[CH:18]=[CH:19][C:14]=3[N:13]=[C:12]2[CH2:22][C:23]([CH3:30])([CH3:29])[C:24]([O:26][CH2:27][CH3:28])=[O:25])=[CH:8][CH:7]=1. The catalyst is C(Cl)Cl. The product is [Br:5][C:6]1[CH:7]=[CH:8][C:9]([CH2:10][N:11]2[C:15]3[CH:16]=[C:17]([OH:20])[CH:18]=[CH:19][C:14]=3[N:13]=[C:12]2[CH2:22][C:23]([CH3:29])([CH3:30])[C:24]([O:26][CH2:27][CH3:28])=[O:25])=[CH:31][CH:32]=1. The yield is 0.600. (8) The reactants are [Br:1][C:2]1[CH:3]=[CH:4][C:5]([OH:21])=[C:6]([C:8]([C:10]2[CH:11]=[N:12][N:13]([C:15]3[CH:20]=[CH:19][CH:18]=[CH:17][CH:16]=3)[CH:14]=2)=[O:9])[CH:7]=1.[C:22]([O-:25])([O-])=[O:23].[K+].[K+].[CH3:28][C:29](C)=O. No catalyst specified. The product is [Br:1][C:2]1[CH:3]=[CH:4][C:5]([O:21][C@@H:28]([CH3:29])[C:22]([OH:25])=[O:23])=[C:6]([C:8]([C:10]2[CH:11]=[N:12][N:13]([C:15]3[CH:20]=[CH:19][CH:18]=[CH:17][CH:16]=3)[CH:14]=2)=[O:9])[CH:7]=1. The yield is 0.460.